Dataset: Full USPTO retrosynthesis dataset with 1.9M reactions from patents (1976-2016). Task: Predict the reactants needed to synthesize the given product. (1) Given the product [CH:30]1([CH2:29][O:1][C:2]2[C:3]3[N:4]([C:8]([C:12]([NH:14][C@H:15]([CH2:18][CH2:19][CH2:20][CH3:21])[CH2:16][OH:17])=[O:13])=[C:9]([CH3:11])[N:10]=3)[CH:5]=[CH:6][CH:7]=2)[CH2:33][CH2:32][CH2:31]1, predict the reactants needed to synthesize it. The reactants are: [OH:1][C:2]1[C:3]2[N:4]([C:8]([C:12]([NH:14][C@H:15]([CH2:18][CH2:19][CH2:20][CH3:21])[CH2:16][OH:17])=[O:13])=[C:9]([CH3:11])[N:10]=2)[CH:5]=[CH:6][CH:7]=1.C(=O)([O-])[O-].[Cs+].[Cs+].Br[CH2:29][CH:30]1[CH2:33][CH2:32][CH2:31]1.CN(C=O)C. (2) Given the product [Br:1][C:2]1[CH:7]=[CH:6][C:5]([CH2:8][C@H:9]([NH:13][C:14](=[O:15])[O:16][C:17]([CH3:20])([CH3:19])[CH3:18])[C:10]([NH:25][S:22]([CH3:21])(=[O:24])=[O:23])=[O:11])=[CH:4][CH:3]=1, predict the reactants needed to synthesize it. The reactants are: [Br:1][C:2]1[CH:7]=[CH:6][C:5]([CH2:8][C@H:9]([NH:13][C:14]([O:16][C:17]([CH3:20])([CH3:19])[CH3:18])=[O:15])[C:10](O)=[O:11])=[CH:4][CH:3]=1.[CH3:21][S:22]([NH2:25])(=[O:24])=[O:23].CCN(C(C)C)C(C)C.C(Cl)CCl. (3) Given the product [C:1]([O:9][C@H:10]([CH2:15][C:16]1[C:17]([CH2:25][O:26][C:27](=[O:29])[CH3:28])=[C:18]2[C:19](=[C:20]([Cl:22])[CH:21]=1)[NH:23][N:41]=[CH:24]2)[C:11]([O:13][CH3:14])=[O:12])(=[O:8])[C:2]1[CH:7]=[CH:6][CH:5]=[CH:4][CH:3]=1, predict the reactants needed to synthesize it. The reactants are: [C:1]([O:9][C@H:10]([CH2:15][C:16]1[CH:21]=[C:20]([Cl:22])[C:19]([NH2:23])=[C:18]([CH3:24])[C:17]=1[CH2:25][O:26][C:27](=[O:29])[CH3:28])[C:11]([O:13][CH3:14])=[O:12])(=[O:8])[C:2]1[CH:7]=[CH:6][CH:5]=[CH:4][CH:3]=1.C1(C)C=CC=CC=1.C(O)(=O)C.[N:41](OCCC(C)C)=O.C([O-])(=O)C.[K+]. (4) Given the product [Cl:4][CH2:16][C:15]([C:14]1[CH:18]=[CH:19][C:11]([F:10])=[CH:12][CH:13]=1)([CH3:17])[S:8][CH3:9], predict the reactants needed to synthesize it. The reactants are: S(Cl)([Cl:4])(=O)=O.CS[S:8][CH3:9].[F:10][C:11]1[CH:19]=[CH:18][C:14]([C:15]([CH3:17])=[CH2:16])=[CH:13][CH:12]=1.